This data is from Reaction yield outcomes from USPTO patents with 853,638 reactions. The task is: Predict the reaction yield, written as a fraction of the theoretical maximum amount of product (1.0 means a 100% yield; for example, 0.34 means a 34% yield). (1) The product is [CH:18]([C:17]1[NH:6][C:7]2[C:8]([CH:16]=1)=[CH:9][C:10]([N+:13]([O-:15])=[O:14])=[CH:11][CH:12]=2)([CH3:24])[CH3:19]. The catalyst is CN(C=O)C. The reactants are C([NH:6][C:7]1[CH:12]=[CH:11][C:10]([N+:13]([O-:15])=[O:14])=[CH:9][C:8]=1[C:16]#[C:17][C:18]([CH3:24])(C)[C:19](OC)=O)(=O)CCC.CCCC[N+](CCCC)(CCCC)CCCC.[F-]. The yield is 0.330. (2) The reactants are C(OC([N:8]1[CH2:13][CH2:12][CH:11]([O:14][C:15]2[CH:23]=[C:22]3[C:18]([CH2:19][N:20]4[C:26]([C:27]5[C:28]([C:33]6[CH:38]=[CH:37][CH:36]=[CH:35][CH:34]=6)=[N:29][O:30][C:31]=5[CH3:32])=[N:25][N:24]=[C:21]43)=[CH:17][CH:16]=2)[CH2:10][CH2:9]1)=O)(C)(C)C. The catalyst is C(O)(C(F)(F)F)=O. The product is [CH3:32][C:31]1[O:30][N:29]=[C:28]([C:33]2[CH:34]=[CH:35][CH:36]=[CH:37][CH:38]=2)[C:27]=1[C:26]1[N:20]2[CH2:19][C:18]3[C:22]([C:21]2=[N:24][N:25]=1)=[CH:23][C:15]([O:14][CH:11]1[CH2:12][CH2:13][NH:8][CH2:9][CH2:10]1)=[CH:16][CH:17]=3. The yield is 0.0100. (3) The reactants are [N-]=[N+]=[N-].[Na+].[Cl-].[NH4+:6].[CH3:7][O:8][C:9]1[CH:14]=[CH:13][C:12]([C:15]23[NH:32][CH2:31][CH2:30][N:16]2[C:17](=[O:29])[C:18]2[N:19]([CH:21]=[C:22]([C:24]4[NH:28][N:27]=[N:26][N:25]=4)[CH:23]=2)[CH2:20]3)=[CH:11][CH:10]=1.CN([CH:36]=[O:37])C. No catalyst specified. The product is [CH3:7][O:8][C:9]1[CH:14]=[CH:13][C:12]([C:15]23[N:32]([C:9]([C:10]4[C:11]([CH3:12])=[N:6][O:37][CH:36]=4)=[O:8])[CH2:31][CH2:30][N:16]2[C:17](=[O:29])[C:18]2[N:19]([CH:21]=[C:22]([C:24]4[NH:28][N:27]=[N:26][N:25]=4)[CH:23]=2)[CH2:20]3)=[CH:11][CH:10]=1. The yield is 0.130. (4) The reactants are CN(C(ON1N=NC2C=CC=NC1=2)=[N+](C)C)C.F[P-](F)(F)(F)(F)F.[CH3:25][O:26][C@:27]1([C:36]2[CH:45]=[CH:44][C:43]3[C:38](=[CH:39][C:40]([CH:48]=[CH2:49])=[C:41]([O:46][CH3:47])[CH:42]=3)[CH:37]=2)[CH2:31][NH:30][C@H:29]([C:32]([O:34][CH3:35])=[O:33])[CH2:28]1.[CH3:50][C:51]([CH3:66])([CH3:65])[C@H:52]([NH:56][C:57]([O:59][CH2:60][CH2:61][CH2:62][CH:63]=[CH2:64])=[O:58])[C:53](O)=[O:54].CCN(C(C)C)C(C)C. The catalyst is C(Cl)Cl. The product is [CH3:50][C:51]([CH3:66])([CH3:65])[C@H:52]([NH:56][C:57]([O:59][CH2:60][CH2:61][CH2:62][CH:63]=[CH2:64])=[O:58])[C:53]([N:30]1[CH2:31][C@:27]([O:26][CH3:25])([C:36]2[CH:45]=[CH:44][C:43]3[C:38](=[CH:39][C:40]([CH:48]=[CH2:49])=[C:41]([O:46][CH3:47])[CH:42]=3)[CH:37]=2)[CH2:28][C@H:29]1[C:32]([O:34][CH3:35])=[O:33])=[O:54]. The yield is 0.636. (5) The reactants are [F:1][C:2]1[CH:3]=[C:4]([CH3:9])[CH:5]=[CH:6][C:7]=1[F:8].[N+:10]([O-])([O-:12])=[O:11].[NH4+].FC(F)(F)C(O)=O.[OH-].[Na+]. No catalyst specified. The product is [F:1][C:2]1[CH:3]=[C:4]([CH3:9])[CH:5]=[C:6]([N+:10]([O-:12])=[O:11])[C:7]=1[F:8]. The yield is 0.400. (6) The reactants are Br[C:2]1[CH:7]=[CH:6][CH:5]=[CH:4][C:3]=1[CH2:8][CH2:9][O:10]C1CCCCO1.[Li]CCCC.[B:22](OC(C)C)(OC(C)C)[O:23]C(C)C.Cl. The catalyst is C1COCC1.O.CCOC(C)=O. The product is [B:22]1([OH:23])[C:2]2[CH:7]=[CH:6][CH:5]=[CH:4][C:3]=2[CH2:8][CH2:9][O:10]1. The yield is 0.959. (7) The reactants are [N:1]1[CH:6]=[CH:5][CH:4]=[CH:3][C:2]=1[S:7](Cl)(=[O:9])=[O:8].[NH2:11][CH2:12][C:13]1[N:18]=[C:17]([N:19]([CH2:27][C:28]([O:30][C:31]([CH3:34])([CH3:33])[CH3:32])=[O:29])[C:20]([O:22][C:23]([CH3:26])([CH3:25])[CH3:24])=[O:21])[CH:16]=[CH:15][CH:14]=1.C(N(CC)CC)C.S([O-])(O)(=O)=O.[K+]. The catalyst is C(Cl)Cl. The product is [C:23]([O:22][C:20]([N:19]([CH2:27][C:28]([O:30][C:31]([CH3:34])([CH3:33])[CH3:32])=[O:29])[C:17]1[CH:16]=[CH:15][CH:14]=[C:13]([CH2:12][NH:11][S:7]([C:2]2[CH:3]=[CH:4][CH:5]=[CH:6][N:1]=2)(=[O:9])=[O:8])[N:18]=1)=[O:21])([CH3:26])([CH3:25])[CH3:24]. The yield is 0.860. (8) The reactants are [N:1]1[CH:6]=[C:5]([C:7]2[CH:8]=[C:9]([C@:13]34[CH2:21][CH2:20][CH2:19][C@H:18]3[CH2:17][S:16][C:15]([NH2:22])=[N:14]4)[CH:10]=[CH:11][CH:12]=2)[CH:4]=[N:3][CH:2]=1.[ClH:23]. The catalyst is CO.O1CCOCC1. The product is [ClH:23].[ClH:23].[N:1]1[CH:6]=[C:5]([C:7]2[CH:8]=[C:9]([C@:13]34[CH2:21][CH2:20][CH2:19][C@H:18]3[CH2:17][S:16][C:15]([NH2:22])=[N:14]4)[CH:10]=[CH:11][CH:12]=2)[CH:4]=[N:3][CH:2]=1. The yield is 1.00.